Dataset: Catalyst prediction with 721,799 reactions and 888 catalyst types from USPTO. Task: Predict which catalyst facilitates the given reaction. (1) Reactant: [Cl:1][C:2]1[C:7]([F:8])=[CH:6][C:5]([CH2:9]Br)=[CH:4][N:3]=1.[CH3:11][S-:12].[Na+]. Product: [Cl:1][C:2]1[C:7]([F:8])=[CH:6][C:5]([CH2:9][S:12][CH3:11])=[CH:4][N:3]=1. The catalyst class is: 8. (2) Reactant: [Cl-].O[NH3+:3].[C:4](=[O:7])([O-])[OH:5].[Na+].CS(C)=O.[C:13]([O:17][C:18]1[CH:23]=[CH:22][C:21]([N:24]2[C:29](=[O:30])[C:28]([CH2:31][C:32]3[CH:37]=[CH:36][C:35]([C:38]4[C:39]([C:44]#[N:45])=[CH:40][CH:41]=[CH:42][CH:43]=4)=[CH:34][CH:33]=3)=[C:27]([CH2:46][CH2:47][CH2:48][CH3:49])[N:26]=[C:25]2[CH3:50])=[CH:20][CH:19]=1)([CH3:16])([CH3:15])[CH3:14]. Product: [C:13]([O:17][C:18]1[CH:19]=[CH:20][C:21]([N:24]2[C:29](=[O:30])[C:28]([CH2:31][C:32]3[CH:33]=[CH:34][C:35]([C:38]4[CH:43]=[CH:42][CH:41]=[CH:40][C:39]=4[C:44]4[NH:3][C:4](=[O:7])[O:5][N:45]=4)=[CH:36][CH:37]=3)=[C:27]([CH2:46][CH2:47][CH2:48][CH3:49])[N:26]=[C:25]2[CH3:50])=[CH:22][CH:23]=1)([CH3:16])([CH3:15])[CH3:14]. The catalyst class is: 6. (3) Reactant: [F:1][C:2]1[CH:7]=[CH:6][C:5]([C:8]2[CH:13]=[CH:12][C:11]([N:14]3[C:22]4[C:21]([OH:23])=[C:20]([C:24]#[N:25])[C:19](=[O:26])[NH:18][C:17]=4[CH:16]=[CH:15]3)=[CH:10][CH:9]=2)=[CH:4][CH:3]=1.[H-].[Na+].[H][H].CI.[C:33](NC1C=C(Cl)N(C2C=CC(Br)=CC=2)C=1C(OCC)=O)(=O)C. Product: [F:1][C:2]1[CH:3]=[CH:4][C:5]([C:8]2[CH:9]=[CH:10][C:11]([N:14]3[C:22]4[C:21]([OH:23])=[C:20]([C:24]#[N:25])[C:19](=[O:26])[N:18]([CH3:33])[C:17]=4[CH:16]=[CH:15]3)=[CH:12][CH:13]=2)=[CH:6][CH:7]=1. The catalyst class is: 18. (4) Product: [N+:11]([C:8]1[CH:9]=[CH:10][C:5]([O:4][C:2]([N:34]2[CH2:33][CH2:32][CH:31]([N:28]3[C:24]4=[N:25][CH:26]=[N:27][C:22]([O:21][C:20]5[C:15]([CH3:14])=[N:16][CH:17]=[CH:18][CH:19]=5)=[C:23]4[CH:30]=[N:29]3)[CH2:36][CH2:35]2)=[O:3])=[CH:6][CH:7]=1)([O-:13])=[O:12]. Reactant: Cl[C:2]([O:4][C:5]1[CH:10]=[CH:9][C:8]([N+:11]([O-:13])=[O:12])=[CH:7][CH:6]=1)=[O:3].[CH3:14][C:15]1[C:20]([O:21][C:22]2[N:27]=[CH:26][N:25]=[C:24]3[N:28]([CH:31]4[CH2:36][CH2:35][NH:34][CH2:33][CH2:32]4)[N:29]=[CH:30][C:23]=23)=[CH:19][CH:18]=[CH:17][N:16]=1.C(N(C(C)C)CC)(C)C.O. The catalyst class is: 4. (5) Reactant: CN(C=O)C.[CH3:6][O:7][C:8](=O)[C:9]1[CH:14]=[CH:13][CH:12]=[N:11][C:10]=1[S:15][CH2:16][C:17]#[N:18].CC(C)([O-])C.[K+].BrC[C:28]([O:30][CH2:31][CH3:32])=[O:29]. Product: [CH2:31]([O:30][C:28](=[O:29])[CH2:6][O:7][C:8]1[C:9]2[C:10](=[N:11][CH:12]=[CH:13][CH:14]=2)[S:15][C:16]=1[C:17]#[N:18])[CH3:32]. The catalyst class is: 6. (6) Reactant: [Cl:1][C:2]1[CH:7]=[CH:6][CH:5]=[CH:4][C:3]=1[N:8]1[C:12]([CH3:13])=[C:11]([C:14]2[CH2:15][CH2:16][N:17](C(OC(C)(C)C)=O)[CH2:18][CH:19]=2)[N:10]=[N:9]1. Product: [ClH:1].[Cl:1][C:2]1[CH:7]=[CH:6][CH:5]=[CH:4][C:3]=1[N:8]1[C:12]([CH3:13])=[C:11]([C:14]2[CH2:15][CH2:16][NH:17][CH2:18][CH:19]=2)[N:10]=[N:9]1. The catalyst class is: 33. (7) Product: [C:22]([O:25][C@@H:26]([CH3:30])[C:27]([N:19]1[CH2:20][CH2:21][CH:16]([N:15]2[C:6]3[C:5]4[N:4]=[C:3]([Cl:2])[CH:12]=[CH:11][C:10]=4[N:9]=[CH:8][C:7]=3[N:13]=[N:14]2)[CH2:17][CH2:18]1)=[O:28])(=[O:24])[CH3:23]. Reactant: Cl.[Cl:2][C:3]1[CH:12]=[CH:11][C:10]2[N:9]=[CH:8][C:7]3[N:13]=[N:14][N:15]([CH:16]4[CH2:21][CH2:20][NH:19][CH2:18][CH2:17]4)[C:6]=3[C:5]=2[N:4]=1.[C:22]([O:25][C@@H:26]([CH3:30])[C:27](Cl)=[O:28])(=[O:24])[CH3:23].CCN(CC)CC. The catalyst class is: 2.